This data is from Full USPTO retrosynthesis dataset with 1.9M reactions from patents (1976-2016). The task is: Predict the reactants needed to synthesize the given product. (1) Given the product [N+:1]([C:4]1[CH:11]=[CH:10][C:7]([CH2:8][N:13]2[CH2:14][CH2:15][C:16]3[C:21](=[CH:20][CH:19]=[CH:18][CH:17]=3)[CH2:12]2)=[CH:6][CH:5]=1)([O-:3])=[O:2], predict the reactants needed to synthesize it. The reactants are: [N+:1]([C:4]1[CH:11]=[CH:10][C:7]([CH2:8]Br)=[CH:6][CH:5]=1)([O-:3])=[O:2].[CH2:12]1[C:21]2[C:16](=[CH:17][CH:18]=[CH:19][CH:20]=2)[CH2:15][CH2:14][NH:13]1.C(=O)([O-])[O-].[K+].[K+]. (2) Given the product [CH2:1]([O:3][C:4]1[CH:13]=[C:12]2[C:7]([CH:8]3[CH2:18][CH2:17][CH:16]([CH2:19][CH2:20][CH3:21])[CH2:15][CH:9]3[C:10](=[O:14])[O:11]2)=[CH:6][CH:5]=1)[CH3:2], predict the reactants needed to synthesize it. The reactants are: [CH2:1]([O:3][C:4]1[CH:13]=[C:12]2[C:7]([C:8]3[CH2:18][CH2:17][CH:16]([CH2:19][CH2:20][CH3:21])[CH2:15][C:9]=3[C:10](=[O:14])[O:11]2)=[CH:6][CH:5]=1)[CH3:2]. (3) Given the product [ClH:13].[NH2:14][C:15]1[C:24]2[C:19](=[CH:20][C:21]([O:27][CH3:28])=[C:22]([O:25][CH3:26])[CH:23]=2)[N:18]=[C:17]([N:29]2[CH2:34][CH2:33][N:32]([C:11]([C:9]3[O:10][C:6]([S:5][CH2:1][CH2:2][CH2:3][CH3:4])=[N:7][N:8]=3)=[O:12])[CH2:31][CH2:30]2)[N:16]=1, predict the reactants needed to synthesize it. The reactants are: [CH2:1]([S:5][C:6]1[O:10][C:9]([C:11]([Cl:13])=[O:12])=[N:8][N:7]=1)[CH2:2][CH2:3][CH3:4].[NH2:14][C:15]1[C:24]2[C:19](=[CH:20][C:21]([O:27][CH3:28])=[C:22]([O:25][CH3:26])[CH:23]=2)[N:18]=[C:17]([N:29]2[CH2:34][CH2:33][NH:32][CH2:31][CH2:30]2)[N:16]=1. (4) Given the product [CH3:17][N:7]1[C:6]([C:4]([OH:5])=[O:3])=[CH:10][C:9]([C:11]2[CH:16]=[CH:15][CH:14]=[CH:13][CH:12]=2)=[N:8]1, predict the reactants needed to synthesize it. The reactants are: C([O:3][C:4]([C:6]1[N:7]([CH3:17])[N:8]=[C:9]([C:11]2[CH:16]=[CH:15][CH:14]=[CH:13][CH:12]=2)[CH:10]=1)=[O:5])C.CO.O.[OH-].[Li+].Cl. (5) Given the product [Cl:1][C:2]1[N:3]=[C:4]([CH3:10])[N:5]=[C:6]([NH2:12])[C:7]=1[F:8], predict the reactants needed to synthesize it. The reactants are: [Cl:1][C:2]1[C:7]([F:8])=[C:6](Cl)[N:5]=[C:4]([CH3:10])[N:3]=1.[OH-].[NH4+:12].CO.